The task is: Regression/Classification. Given a drug SMILES string, predict its toxicity properties. Task type varies by dataset: regression for continuous values (e.g., LD50, hERG inhibition percentage) or binary classification for toxic/non-toxic outcomes (e.g., AMES mutagenicity, cardiotoxicity, hepatotoxicity). Dataset: herg_karim.. This data is from hERG potassium channel inhibition data for cardiac toxicity prediction from Karim et al.. The compound is CCC(c1ccc(O)cc1)C(CC)c1ccc(O)cc1. The result is 0 (non-blocker).